From a dataset of Forward reaction prediction with 1.9M reactions from USPTO patents (1976-2016). Predict the product of the given reaction. Given the reactants [F:1][C:2]1[CH:3]=[C:4]([C:28]2[C:29]([C:34]#[N:35])=[CH:30][CH:31]=[CH:32][CH:33]=2)[CH:5]=[CH:6][C:7]=1[CH2:8][C:9]1[C:10](=[O:27])[N:11]([C@H:22]2[CH2:25][C@@H:24]([OH:26])[CH2:23]2)[C:12]2[N:13]([N:18]=[C:19]([CH3:21])[N:20]=2)[C:14]=1[CH2:15][CH2:16][CH3:17].[N+](=[C:38]([CH3:44])[C:39]([O:41][CH2:42][CH3:43])=[O:40])=[N-], predict the reaction product. The product is: [C:34]([C:29]1[CH:30]=[CH:31][CH:32]=[CH:33][C:28]=1[C:4]1[CH:5]=[CH:6][C:7]([CH2:8][C:9]2[C:10](=[O:27])[N:11]([C@@H:22]3[CH2:25][C@H:24]([O:26][CH:38]([CH3:44])[C:39]([O:41][CH2:42][CH3:43])=[O:40])[CH2:23]3)[C:12]3[N:13]([N:18]=[C:19]([CH3:21])[N:20]=3)[C:14]=2[CH2:15][CH2:16][CH3:17])=[C:2]([F:1])[CH:3]=1)#[N:35].